From a dataset of Peptide-MHC class I binding affinity with 185,985 pairs from IEDB/IMGT. Regression. Given a peptide amino acid sequence and an MHC pseudo amino acid sequence, predict their binding affinity value. This is MHC class I binding data. (1) The binding affinity (normalized) is 0. The MHC is HLA-A32:01 with pseudo-sequence HLA-A32:01. The peptide sequence is SSSPTILDNY. (2) The peptide sequence is HTYHLENDKI. The MHC is HLA-A02:01 with pseudo-sequence HLA-A02:01. The binding affinity (normalized) is 0.